This data is from Full USPTO retrosynthesis dataset with 1.9M reactions from patents (1976-2016). The task is: Predict the reactants needed to synthesize the given product. (1) Given the product [C:26]([C:21]1[CH:22]=[CH:23][CH:24]=[CH:25][C:20]=1[C:17]1[CH:18]=[CH:19][C:14]([CH2:13][N:12]2[C:3]3[C:4]([C:5]([O:7][CH3:8])=[O:6])=[CH:9][CH:10]=[CH:11][C:2]=3[N:1]=[C:38]2[CH:35]2[CH2:37][CH2:36]2)=[CH:15][CH:16]=1)#[N:27], predict the reactants needed to synthesize it. The reactants are: [NH2:1][C:2]1[C:3]([NH:12][CH2:13][C:14]2[CH:19]=[CH:18][C:17]([C:20]3[CH:25]=[CH:24][CH:23]=[CH:22][C:21]=3[C:26]#[N:27])=[CH:16][CH:15]=2)=[C:4]([CH:9]=[CH:10][CH:11]=1)[C:5]([O:7][CH3:8])=[O:6].C(N(CC)CC)C.[CH:35]1([C:38](Cl)=O)[CH2:37][CH2:36]1.O. (2) Given the product [CH2:30]([N:44]1[CH2:48][CH:47]([CH:46]=[CH2:50])[C:7]([C:1]2[CH:2]=[CH:3][CH:4]=[CH:5][CH:6]=2)([C:21]2[CH:22]=[CH:23][CH:24]=[CH:25][CH:26]=2)[C:8]1=[O:9])[CH3:31], predict the reactants needed to synthesize it. The reactants are: [C:1]1([CH:7]([C:21]2[CH:26]=[CH:25][CH:24]=[CH:23][CH:22]=2)[C:8](N(CC)C/C=C\COC(=O)C)=[O:9])[CH:6]=[CH:5][CH:4]=[CH:3][CH:2]=1.C(=O)=O.[CH3:30][C:31](C)=O.C[Si]([N-][Si](C)(C)C)(C)C.[K+].[NH4+:44].[Cl-].[CH2:46]1[CH2:50]O[CH2:48][CH2:47]1. (3) Given the product [NH2:1][C:2]1[C:7]2[CH:8]=[C:9]([C:11]3[CH:20]=[CH:19][C:18]4[CH2:17][CH:16]([OH:21])[CH2:15][CH2:14][C:13]=4[CH:12]=3)[S:10][C:6]=2[C:5]([C:22]([NH2:24])=[O:23])=[CH:4][N:3]=1, predict the reactants needed to synthesize it. The reactants are: [NH2:1][C:2]1[C:7]2[CH:8]=[C:9]([C:11]3[CH:20]=[CH:19][C:18]4[CH2:17][C:16](=[O:21])[CH2:15][CH2:14][C:13]=4[CH:12]=3)[S:10][C:6]=2[C:5]([C:22]([NH2:24])=[O:23])=[CH:4][N:3]=1.[BH4-].[Na+]. (4) Given the product [C:1]([O:5][C:6]([N:8]1[CH2:12][CH2:11][CH2:10][C:9]1([CH2:14][NH:20][CH2:19][C:18]1[CH:21]=[CH:22][CH:23]=[CH:24][C:17]=1[Cl:16])[CH3:13])=[O:7])([CH3:4])([CH3:3])[CH3:2], predict the reactants needed to synthesize it. The reactants are: [C:1]([O:5][C:6]([N:8]1[CH2:12][CH2:11][CH2:10][C:9]1([CH:14]=O)[CH3:13])=[O:7])([CH3:4])([CH3:3])[CH3:2].[Cl:16][C:17]1[CH:24]=[CH:23][CH:22]=[CH:21][C:18]=1[CH2:19][NH2:20].C(O)(=O)C.C(O[BH-](OC(=O)C)OC(=O)C)(=O)C.[Na+].